From a dataset of NCI-60 drug combinations with 297,098 pairs across 59 cell lines. Regression. Given two drug SMILES strings and cell line genomic features, predict the synergy score measuring deviation from expected non-interaction effect. (1) Drug 1: CN1CCC(CC1)COC2=C(C=C3C(=C2)N=CN=C3NC4=C(C=C(C=C4)Br)F)OC. Drug 2: CC1C(C(CC(O1)OC2CC(CC3=C2C(=C4C(=C3O)C(=O)C5=C(C4=O)C(=CC=C5)OC)O)(C(=O)C)O)N)O.Cl. Cell line: KM12. Synergy scores: CSS=41.2, Synergy_ZIP=14.6, Synergy_Bliss=12.3, Synergy_Loewe=-0.791, Synergy_HSA=9.67. (2) Drug 1: C1=CC(=CC=C1CCC2=CNC3=C2C(=O)NC(=N3)N)C(=O)NC(CCC(=O)O)C(=O)O. Drug 2: CCCS(=O)(=O)NC1=C(C(=C(C=C1)F)C(=O)C2=CNC3=C2C=C(C=N3)C4=CC=C(C=C4)Cl)F. Cell line: UACC-257. Synergy scores: CSS=33.9, Synergy_ZIP=-6.03, Synergy_Bliss=-9.65, Synergy_Loewe=-11.1, Synergy_HSA=-7.48. (3) Drug 1: C1=NC2=C(N=C(N=C2N1C3C(C(C(O3)CO)O)F)Cl)N. Drug 2: CC1CCC2CC(C(=CC=CC=CC(CC(C(=O)C(C(C(=CC(C(=O)CC(OC(=O)C3CCCCN3C(=O)C(=O)C1(O2)O)C(C)CC4CCC(C(C4)OC)O)C)C)O)OC)C)C)C)OC. Cell line: A498. Synergy scores: CSS=-0.753, Synergy_ZIP=0.0682, Synergy_Bliss=-0.928, Synergy_Loewe=-3.15, Synergy_HSA=-2.42. (4) Drug 1: C1CC(=O)NC(=O)C1N2CC3=C(C2=O)C=CC=C3N. Drug 2: C1=NC2=C(N1)C(=S)N=CN2. Cell line: U251. Synergy scores: CSS=17.8, Synergy_ZIP=-13.0, Synergy_Bliss=-8.63, Synergy_Loewe=-27.8, Synergy_HSA=-6.24. (5) Drug 1: CC1C(C(=O)NC(C(=O)N2CCCC2C(=O)N(CC(=O)N(C(C(=O)O1)C(C)C)C)C)C(C)C)NC(=O)C3=C4C(=C(C=C3)C)OC5=C(C(=O)C(=C(C5=N4)C(=O)NC6C(OC(=O)C(N(C(=O)CN(C(=O)C7CCCN7C(=O)C(NC6=O)C(C)C)C)C)C(C)C)C)N)C. Drug 2: CCN(CC)CCCC(C)NC1=C2C=C(C=CC2=NC3=C1C=CC(=C3)Cl)OC. Cell line: ACHN. Synergy scores: CSS=43.1, Synergy_ZIP=-4.63, Synergy_Bliss=-2.94, Synergy_Loewe=-13.0, Synergy_HSA=-2.24. (6) Drug 1: CC=C1C(=O)NC(C(=O)OC2CC(=O)NC(C(=O)NC(CSSCCC=C2)C(=O)N1)C(C)C)C(C)C. Drug 2: COC1=C2C(=CC3=C1OC=C3)C=CC(=O)O2. Cell line: HOP-62. Synergy scores: CSS=63.5, Synergy_ZIP=-0.876, Synergy_Bliss=-5.95, Synergy_Loewe=-59.1, Synergy_HSA=-3.51.